This data is from Reaction yield outcomes from USPTO patents with 853,638 reactions. The task is: Predict the reaction yield, written as a fraction of the theoretical maximum amount of product (1.0 means a 100% yield; for example, 0.34 means a 34% yield). The reactants are [CH3:1][C:2]1[O:6][N:5]=[C:4]([C:7]2[CH:12]=[CH:11][CH:10]=[CH:9][CH:8]=2)[C:3]=1[C:13]([NH:15][NH2:16])=[O:14].[CH3:17][O:18][C:19]1[CH:27]=[CH:26][CH:25]=[CH:24][C:20]=1[C:21](O)=O. No catalyst specified. The product is [CH3:17][O:18][C:19]1[CH:27]=[CH:26][CH:25]=[CH:24][C:20]=1[C:21]1[O:14][C:13]([C:3]2[C:4]([C:7]3[CH:12]=[CH:11][CH:10]=[CH:9][CH:8]=3)=[N:5][O:6][C:2]=2[CH3:1])=[N:15][N:16]=1. The yield is 0.550.